From a dataset of Full USPTO retrosynthesis dataset with 1.9M reactions from patents (1976-2016). Predict the reactants needed to synthesize the given product. Given the product [Br:1][C:2]1[CH:3]=[C:4]([CH:7]=[C:8]([CH3:10])[CH:9]=1)[CH2:5][NH:6][C:16](=[O:17])[O:15][C:12]([CH3:14])([CH3:13])[CH3:11], predict the reactants needed to synthesize it. The reactants are: [Br:1][C:2]1[CH:3]=[C:4]([CH:7]=[C:8]([CH3:10])[CH:9]=1)[C:5]#[N:6].[CH3:11][C:12]([O:15][C:16](O[C:16]([O:15][C:12]([CH3:14])([CH3:13])[CH3:11])=[O:17])=[O:17])([CH3:14])[CH3:13].[BH4-].[Na+].